Dataset: Catalyst prediction with 721,799 reactions and 888 catalyst types from USPTO. Task: Predict which catalyst facilitates the given reaction. (1) Reactant: [CH3:1][O:2][C:3]([C:5]1[C:6](=[O:17])[O:7][C:8]2[C:13]([C:14]=1[OH:15])=[CH:12][C:11](Br)=[CH:10][CH:9]=2)=[O:4].[CH3:18][O:19][C:20]1[CH:25]=[CH:24][C:23](OB(O)O)=[CH:22][CH:21]=1.C([O-])([O-])=O.[Na+].[Na+].Cl. Product: [CH3:1][O:2][C:3]([C:5]1[C:6](=[O:17])[O:7][C:8]2[C:13]([C:14]=1[OH:15])=[CH:12][C:11]([C:23]1[CH:24]=[CH:25][C:20]([O:19][CH3:18])=[CH:21][CH:22]=1)=[CH:10][CH:9]=2)=[O:4]. The catalyst class is: 437. (2) Reactant: [C:1]([O:5][C:6]([NH:8][C@H:9]1[C@:14]([OH:16])([CH3:15])[C@@H:13]([CH3:17])[CH2:12][N:11](C(OCC2C=CC=CC=2)=O)[CH2:10]1)=[O:7])([CH3:4])([CH3:3])[CH3:2]. Product: [OH:16][C@@:14]1([CH3:15])[C@@H:13]([CH3:17])[CH2:12][NH:11][CH2:10][C@H:9]1[NH:8][C:6](=[O:7])[O:5][C:1]([CH3:4])([CH3:3])[CH3:2]. The catalyst class is: 19. (3) Reactant: [NH2:1][C:2]1[S:6][N:5]=[CH:4][N:3]=1.[Li].FC1C([O:15][S:16]([C:19]2[CH:28]=[CH:27][C:22]([C:23]([O:25]C)=[O:24])=[CH:21][CH:20]=2)(=O)=[O:17])=C(F)C(F)=C(F)C=1F.[OH-].[Na+]. Product: [S:6]1[C:2]([NH:1][S:16]([C:19]2[CH:20]=[CH:21][C:22]([C:23]([OH:25])=[O:24])=[CH:27][CH:28]=2)(=[O:17])=[O:15])=[N:3][CH:4]=[N:5]1. The catalyst class is: 20. (4) Reactant: [N:1]1[CH:2]=[CH:3][N:4]2[CH2:9][CH2:8][N:7]([C:10]([O:12][C:13]([CH3:16])([CH3:15])[CH3:14])=[O:11])[CH2:6][C:5]=12.C1C(=O)N([Cl:24])C(=O)C1. Product: [Cl:24][C:3]1[N:4]2[CH2:9][CH2:8][N:7]([C:10]([O:12][C:13]([CH3:16])([CH3:15])[CH3:14])=[O:11])[CH2:6][C:5]2=[N:1][CH:2]=1. The catalyst class is: 11. (5) Reactant: [C:1]([O:5][C:6]([N:8]1[CH2:13][CH2:12][CH:11]([O:14][C:15]2[C:20]([C:21](O)=[O:22])=[CH:19][C:18]([N+:24]([O-:26])=[O:25])=[C:17]([CH3:27])[CH:16]=2)[CH2:10][CH2:9]1)=[O:7])([CH3:4])([CH3:3])[CH3:2].ClC(OCC(C)C)=O.C([N:38](CC)CC)C.N. Product: [C:1]([O:5][C:6]([N:8]1[CH2:9][CH2:10][CH:11]([O:14][C:15]2[C:20]([C:21](=[O:22])[NH2:38])=[CH:19][C:18]([N+:24]([O-:26])=[O:25])=[C:17]([CH3:27])[CH:16]=2)[CH2:12][CH2:13]1)=[O:7])([CH3:3])([CH3:2])[CH3:4]. The catalyst class is: 4. (6) Reactant: C([O:3][C:4]([C:6]1[O:7][C:8]2[C:14]([N:15]3[CH2:20][CH2:19][N:18]([CH2:21][C:22]4[CH:27]=[CH:26][CH:25]=[CH:24][CH:23]=4)[CH2:17][CH2:16]3)=[CH:13][CH:12]=[CH:11][C:9]=2[CH:10]=1)=O)C.C[Al](C)C.C[Al](C)C.C1N2CC[N:38]([CH2:39]C2)[CH2:37]1.CNC. Product: [CH2:21]([N:18]1[CH2:17][CH2:16][N:15]([C:14]2[C:8]3[O:7][C:6]([C:4]([N:38]([CH3:39])[CH3:37])=[O:3])=[CH:10][C:9]=3[CH:11]=[CH:12][CH:13]=2)[CH2:20][CH2:19]1)[C:22]1[CH:27]=[CH:26][CH:25]=[CH:24][CH:23]=1. The catalyst class is: 334. (7) Reactant: [Cl:1][C:2]1[CH:7]=[CH:6][C:5]([NH:8][C:9]([CH:11]2[CH2:15][CH2:14][NH:13][CH2:12]2)=[O:10])=[CH:4][CH:3]=1.[F:16][C:17]([F:32])([F:31])[C:18]1[CH:19]=[C:20]([CH:24]=[C:25]([C:27]([F:30])([F:29])[F:28])[CH:26]=1)[C:21](Cl)=[O:22].C(N(CC)CC)C. Product: [F:16][C:17]([F:31])([F:32])[C:18]1[CH:19]=[C:20]([CH:24]=[C:25]([C:27]([F:30])([F:28])[F:29])[CH:26]=1)[C:21]([N:13]1[CH2:14][CH2:15][CH:11]([C:9]([NH:8][C:5]2[CH:4]=[CH:3][C:2]([Cl:1])=[CH:7][CH:6]=2)=[O:10])[CH2:12]1)=[O:22]. The catalyst class is: 4. (8) Reactant: C(OC(=O)[NH:7][CH2:8][C:9](=[O:23])[NH:10][CH2:11][C:12]1[CH:17]=[C:16]([C:18]([F:21])([F:20])[F:19])[CH:15]=[C:14]([F:22])[CH:13]=1)(C)(C)C.[C:25]([OH:31])([C:27]([F:30])([F:29])[F:28])=[O:26]. Product: [F:28][C:27]([F:30])([F:29])[C:25]([OH:31])=[O:26].[NH2:7][CH2:8][C:9]([NH:10][CH2:11][C:12]1[CH:17]=[C:16]([C:18]([F:19])([F:20])[F:21])[CH:15]=[C:14]([F:22])[CH:13]=1)=[O:23]. The catalyst class is: 2. (9) Reactant: [CH2:1]([O:8][N:9]1[CH2:15][CH:14]=[CH:13][CH2:12][C@@H:11]([NH:16][S:17]([C:20]2[CH:25]=[CH:24][C:23]([O:26][C:27]3[CH:32]=[CH:31][C:30]([Cl:33])=[CH:29][CH:28]=3)=[CH:22][CH:21]=2)(=[O:19])=[O:18])[C:10]1=[O:34])[C:2]1[CH:7]=[CH:6][CH:5]=[CH:4][CH:3]=1.C([O-])([O-])=O.[Cs+].[Cs+].Cl.Cl[CH2:43][CH2:44][N:45]1[CH2:50][CH2:49][O:48][CH2:47][CH2:46]1.C(OCC)(=O)C. Product: [CH2:1]([O:8][N:9]1[CH2:15][CH:14]=[CH:13][CH2:12][C@@H:11]([N:16]([CH2:43][CH2:44][N:45]2[CH2:50][CH2:49][O:48][CH2:47][CH2:46]2)[S:17]([C:20]2[CH:25]=[CH:24][C:23]([O:26][C:27]3[CH:28]=[CH:29][C:30]([Cl:33])=[CH:31][CH:32]=3)=[CH:22][CH:21]=2)(=[O:18])=[O:19])[C:10]1=[O:34])[C:2]1[CH:3]=[CH:4][CH:5]=[CH:6][CH:7]=1. The catalyst class is: 16. (10) Reactant: [CH2:1]([O:3][C:4]([C:6]1[S:7][C:8]([S:11](Cl)(=[O:13])=[O:12])=[CH:9][CH:10]=1)=[O:5])[CH3:2].C(N(CC)CC)C.[CH3:22][CH:23]1[NH:28][CH2:27][CH2:26][N:25]([C:29]([C:31]2[CH:36]=[CH:35][CH:34]=[CH:33][CH:32]=2)=[O:30])[CH2:24]1.CO.C(Cl)(Cl)Cl. Product: [CH2:1]([O:3][C:4]([C:6]1[S:7][C:8]([S:11]([N:28]2[CH2:27][CH2:26][N:25]([C:29](=[O:30])[C:31]3[CH:36]=[CH:35][CH:34]=[CH:33][CH:32]=3)[CH2:24][CH:23]2[CH3:22])(=[O:13])=[O:12])=[CH:9][CH:10]=1)=[O:5])[CH3:2]. The catalyst class is: 2.